This data is from Reaction yield outcomes from USPTO patents with 853,638 reactions. The task is: Predict the reaction yield, written as a fraction of the theoretical maximum amount of product (1.0 means a 100% yield; for example, 0.34 means a 34% yield). (1) The reactants are S(Cl)([Cl:3])=O.[F:5][C:6]1[CH:11]=[C:10]([O:12][CH3:13])[CH:9]=[C:8]([F:14])[C:7]=1[C:15](O)([CH3:20])[C:16]([F:19])([F:18])[F:17].N1C=CC=CC=1. No catalyst specified. The product is [Cl:3][C:15]([C:7]1[C:6]([F:5])=[CH:11][C:10]([O:12][CH3:13])=[CH:9][C:8]=1[F:14])([CH3:20])[C:16]([F:19])([F:18])[F:17]. The yield is 0.940. (2) The product is [F:1][C:2]1[C:7]2[CH:8]=[CH:9][S:10][C:6]=2[C:5]([O:14][CH3:15])=[CH:4][CH:3]=1. The reactants are [F:1][C:2]1[C:7]2[CH:8]=[C:9](C(O)=O)[S:10][C:6]=2[C:5]([O:14][CH3:15])=[CH:4][CH:3]=1.C1CCN2C(=NCCC2)CC1. The yield is 0.700. The catalyst is CC(N(C)C)=O. (3) The reactants are [CH3:1][CH:2]1[CH2:7][NH:6][CH2:5][CH:4]([CH3:8])[NH:3]1.F[C:10]1[CH:20]=[CH:19][C:13]([C:14]([O:16][CH2:17][CH3:18])=[O:15])=[CH:12][CH:11]=1. The catalyst is CS(C)=O. The product is [CH3:8][CH:4]1[NH:3][CH:2]([CH3:1])[CH2:7][N:6]([C:10]2[CH:20]=[CH:19][C:13]([C:14]([O:16][CH2:17][CH3:18])=[O:15])=[CH:12][CH:11]=2)[CH2:5]1. The yield is 0.760. (4) The yield is 0.676. The catalyst is C1(C)C=CC=CC=1. The reactants are [Br:1][C:2]1[CH:11]=[CH:10][C:5]([C:6]([O:8]C)=O)=[C:4]([Cl:12])[CH:3]=1.C[Al](C)C.[F:17][C:18]([F:27])([F:26])[C:19]1[CH:24]=[CH:23][N:22]=[C:21]([NH2:25])[CH:20]=1. The product is [Br:1][C:2]1[CH:11]=[CH:10][C:5]([C:6]([NH:25][C:21]2[CH:20]=[C:19]([C:18]([F:26])([F:17])[F:27])[CH:24]=[CH:23][N:22]=2)=[O:8])=[C:4]([Cl:12])[CH:3]=1. (5) The reactants are [Cl:1][C:2]1[CH:10]=[CH:9][CH:8]=[C:7]2[C:3]=1[CH:4]=[CH:5][NH:6]2.[CH3:11]C1C2C(=CC=CC=2)NC=1. No catalyst specified. The product is [Cl:1][C:2]1[CH:10]=[CH:9][CH:8]=[C:7]2[C:3]=1[CH:4]=[CH:5][N:6]2[CH3:11]. The yield is 1.00. (6) The reactants are [N+:1]([O-:4])(O)=[O:2].[C:5]([C:9]1[CH:17]=[CH:16][C:12]2[O:13][CH2:14][O:15][C:11]=2[CH:10]=1)([CH3:8])([CH3:7])[CH3:6].[OH-].[Na+].ClCCl. The catalyst is CC(OC(C)=O)=O.O. The product is [C:5]([C:9]1[C:17]([N+:1]([O-:4])=[O:2])=[CH:16][C:12]2[O:13][CH2:14][O:15][C:11]=2[CH:10]=1)([CH3:8])([CH3:6])[CH3:7]. The yield is 0.950. (7) The reactants are C([O-])(=O)C.[Na+].[OH:6][C:7]1[CH:12]=[C:11]([OH:13])[CH:10]=[CH:9][C:8]=1[C:14]([C:16]1[CH:21]=[CH:20][C:19]([OH:22])=[CH:18][CH:17]=1)=O.Cl.[NH2:24][OH:25].O.[Cl-].[Na+].O. The catalyst is O.C(O)C. The product is [OH:6][C:7]1[CH:12]=[C:11]([OH:13])[CH:10]=[CH:9][C:8]=1[C:14]([C:16]1[CH:21]=[CH:20][C:19]([OH:22])=[CH:18][CH:17]=1)=[N:24][OH:25]. The yield is 0.480.